From a dataset of Catalyst prediction with 721,799 reactions and 888 catalyst types from USPTO. Predict which catalyst facilitates the given reaction. (1) Reactant: [N:1]1([CH2:5][C:6]2[CH:11]=[CH:10][C:9]([N+:12]([O-])=O)=[CH:8][CH:7]=2)[CH2:4][CH2:3][CH2:2]1. Product: [N:1]1([CH2:5][C:6]2[CH:11]=[CH:10][C:9]([NH2:12])=[CH:8][CH:7]=2)[CH2:2][CH2:3][CH2:4]1. The catalyst class is: 181. (2) Reactant: [C:1]([C:3]1[C:4]([CH3:27])=[C:5]([C@@H:10]2[O:15][CH2:14][C@H:13]3[CH2:16][N:17](C(OC(C)(C)C)=O)[CH2:18][CH2:19][N:12]3[CH2:11]2)[CH:6]=[CH:7][C:8]=1[F:9])#[N:2]. Product: [F:9][C:8]1[C:3]([C:1]#[N:2])=[C:4]([CH3:27])[C:5]([C@@H:10]2[O:15][CH2:14][C@H:13]3[CH2:16][NH:17][CH2:18][CH2:19][N:12]3[CH2:11]2)=[CH:6][CH:7]=1. The catalyst class is: 67. (3) The catalyst class is: 2. Product: [NH2:31][CH2:30][CH:27]1[CH2:26][CH2:25][N:24]([C:17]2[CH:18]=[CH:19][CH:20]=[C:21]3[C:16]=2[N:15]=[C:14]([C:11]2[N:8]4[CH:9]=[CH:10][C:5]([CH:2]([OH:1])[CH2:3][OH:4])=[CH:6][C:7]4=[N:13][N:12]=2)[CH:23]=[CH:22]3)[CH2:29][CH2:28]1. Reactant: [OH:1][CH:2]([C:5]1[CH:10]=[CH:9][N:8]2[C:11]([C:14]3[CH:23]=[CH:22][C:21]4[C:16](=[C:17]([N:24]5[CH2:29][CH2:28][CH:27]([CH2:30][NH:31]C(=O)OC(C)(C)C)[CH2:26][CH2:25]5)[CH:18]=[CH:19][CH:20]=4)[N:15]=3)=[N:12][N:13]=[C:7]2[CH:6]=1)[CH2:3][OH:4].C(O)(C(F)(F)F)=O. (4) Reactant: [CH:1]1[CH:6]=[C:5]2[C:7]([N:9]([C@H:15]3[CH:20]4[CH2:21][CH2:22][N:17]([CH2:18][CH2:19]4)[CH2:16]3)[CH2:10][C@H:11]3[CH2:12][CH2:13][CH2:14][C:3](=[C:4]23)[CH:2]=1)=[O:8].[ClH:23].BrN1C(=O)CCC1=O. Product: [CH:1]1[CH:6]=[C:5]2[C:7]([N:9]([C@H:15]3[CH:20]4[CH2:21][CH2:22][N:17]([CH2:18][CH2:19]4)[CH2:16]3)[CH2:10][C@H:11]3[CH2:12][CH2:13][CH2:14][C:3](=[C:4]23)[CH:2]=1)=[O:8].[ClH:23]. The catalyst class is: 645.